Task: Predict the product of the given reaction.. Dataset: Forward reaction prediction with 1.9M reactions from USPTO patents (1976-2016) (1) Given the reactants [C:1]([NH:4][C@@H:5]1[C@@H:10]([NH:11][C:12]([NH:21]C(OC(C)(C)C)=O)=[N:13]C(OC(C)(C)C)=O)[CH2:9][C:8]([P:29]([O:34]CC)(=[O:33])[O:30][CH2:31][CH3:32])=[CH:7][C@H:6]1[O:37][CH:38]([CH2:41][CH3:42])[CH2:39][CH3:40])(=[O:3])[CH3:2].C([O-])(=O)C.[Na+], predict the reaction product. The product is: [NH4+:4].[C:1]([NH:4][C@@H:5]1[C@@H:10]([NH:11][C:12]([NH2:21])=[NH:13])[CH2:9][C:8]([P:29]([O:30][CH2:31][CH3:32])(=[O:33])[O-:34])=[CH:7][C@H:6]1[O:37][CH:38]([CH2:41][CH3:42])[CH2:39][CH3:40])(=[O:3])[CH3:2]. (2) Given the reactants [CH3:1][Si:2]([CH3:8])([CH3:7])[CH2:3][CH2:4][CH2:5]Br.[Cl:9][C:10]1[N:15]=[C:14]([Cl:16])[CH:13]=[CH:12][N:11]=1.C(C1C(=O)C(Cl)=C(Cl)C(=O)C=1C#N)#N.[OH-].[Na+].[O-]S([O-])(=S)=O.[Na+].[Na+], predict the reaction product. The product is: [Cl:9][C:10]1[N:15]=[C:14]([Cl:16])[CH:13]=[C:12]([CH2:5][CH2:4][CH2:3][Si:2]([CH3:8])([CH3:7])[CH3:1])[N:11]=1. (3) Given the reactants Br[C:2]1[CH:7]=[CH:6][C:5]([CH2:8][C:9]([OH:11])=[O:10])=[C:4]([O:12][CH3:13])[CH:3]=1.[B:14]1([B:14]2[O:18][C:17]([CH3:20])([CH3:19])[C:16]([CH3:22])([CH3:21])[O:15]2)[O:18][C:17]([CH3:20])([CH3:19])[C:16]([CH3:22])([CH3:21])[O:15]1.C([O-])(=O)C.[K+].O1CCOCC1, predict the reaction product. The product is: [CH3:13][O:12][C:4]1[CH:3]=[C:2]([B:14]2[O:18][C:17]([CH3:20])([CH3:19])[C:16]([CH3:22])([CH3:21])[O:15]2)[CH:7]=[CH:6][C:5]=1[CH2:8][C:9]([OH:11])=[O:10]. (4) Given the reactants [CH3:1][C:2]1([CH3:10])[CH2:7][C:6](=[O:8])[CH2:5][C:4](=[O:9])[CH2:3]1.[CH:11]1([CH2:14][C:15](O)=[O:16])[CH2:13][CH2:12]1, predict the reaction product. The product is: [CH:11]1([CH2:14][C:15]([CH:5]2[C:6](=[O:8])[CH2:7][C:2]([CH3:10])([CH3:1])[CH2:3][C:4]2=[O:9])=[O:16])[CH2:13][CH2:12]1. (5) Given the reactants [CH3:1][CH:2]1[C:11]2[C:6](=[CH:7][CH:8]=[CH:9][CH:10]=2)[CH2:5][NH:4][CH2:3]1.[CH:12]([O:15][C:16]1[CH:24]=[CH:23][C:22]([S:25]([CH3:28])(=[O:27])=[O:26])=[CH:21][C:17]=1[C:18](O)=[O:19])([CH3:14])[CH3:13], predict the reaction product. The product is: [CH:12]([O:15][C:16]1[CH:24]=[CH:23][C:22]([S:25]([CH3:28])(=[O:27])=[O:26])=[CH:21][C:17]=1[C:18]([N:4]1[CH2:3][CH:2]([CH3:1])[C:11]2[C:6](=[CH:7][CH:8]=[CH:9][CH:10]=2)[CH2:5]1)=[O:19])([CH3:14])[CH3:13].